Dataset: Catalyst prediction with 721,799 reactions and 888 catalyst types from USPTO. Task: Predict which catalyst facilitates the given reaction. (1) Reactant: [NH2:1][C:2]1[CH:7]=[CH:6][C:5]([CH2:8][C:9]([OH:11])=[O:10])=[CH:4][CH:3]=1.[NH4+].[N:13]#[C:14][S-:15].BrBr. Product: [NH2:13][C:14]1[S:15][C:7]2[CH:6]=[C:5]([CH2:8][C:9]([OH:11])=[O:10])[CH:4]=[CH:3][C:2]=2[N:1]=1. The catalyst class is: 15. (2) Reactant: [N+:1]([C:4]1[CH:9]=[CH:8][CH:7]=[CH:6][C:5]=1[NH:10][CH:11]1[CH2:16][CH2:15][N:14]([C:17]([O:19][C:20]([CH3:23])([CH3:22])[CH3:21])=[O:18])[CH2:13][CH2:12]1)([O-])=O. Product: [NH2:1][C:4]1[CH:9]=[CH:8][CH:7]=[CH:6][C:5]=1[NH:10][CH:11]1[CH2:12][CH2:13][N:14]([C:17]([O:19][C:20]([CH3:23])([CH3:22])[CH3:21])=[O:18])[CH2:15][CH2:16]1. The catalyst class is: 19. (3) Reactant: Cl[C:2]1[CH:11]=[CH:10][C:5]([C:6]([O:8][CH3:9])=[O:7])=[CH:4][N:3]=1.[CH2:12]([NH:19][CH2:20][CH2:21][NH2:22])[C:13]1[CH:18]=[CH:17][CH:16]=[CH:15][CH:14]=1.O. Product: [CH3:9][O:8][C:6](=[O:7])[C:5]1[CH:10]=[CH:11][C:2]([NH:22][CH2:21][CH2:20][NH:19][CH2:12][C:13]2[CH:18]=[CH:17][CH:16]=[CH:15][CH:14]=2)=[N:3][CH:4]=1. The catalyst class is: 13. (4) The catalyst class is: 8. Reactant: O.[NH2:2][NH2:3].[Cl:4][C:5]1[C:14]2[C:9](=[CH:10][CH:11]=[CH:12][CH:13]=2)[C:8](Cl)=[N:7][N:6]=1. Product: [Cl:4][C:5]1[C:14]2[C:9](=[CH:10][CH:11]=[CH:12][CH:13]=2)[C:8]([NH:2][NH2:3])=[N:7][N:6]=1. (5) Reactant: [CH:1]([CH:4]1[CH2:8][CH2:7][NH:6][CH:5]1[C:9]([OH:11])=[O:10])([CH3:3])[CH3:2].[OH-].[Na+].[CH3:14][C:15]([O:18][C:19](O[C:19]([O:18][C:15]([CH3:17])([CH3:16])[CH3:14])=[O:20])=[O:20])([CH3:17])[CH3:16]. Product: [C:15]([O:18][C:19]([N:6]1[CH2:7][CH2:8][CH:4]([CH:1]([CH3:3])[CH3:2])[CH:5]1[C:9]([OH:11])=[O:10])=[O:20])([CH3:17])([CH3:16])[CH3:14]. The catalyst class is: 20. (6) Reactant: [C:1]([C:4]1[CH:9]=[CH:8][C:7]([NH:10][C:11](=[S:14])[NH:12][NH2:13])=[CH:6][CH:5]=1)([OH:3])=[O:2].[CH3:15][O:16][C:17]1[C:24]([C:25]2[CH:30]=[CH:29][C:28]([CH3:31])=[CH:27][CH:26]=2)=[CH:23][CH:22]=[CH:21][C:18]=1[CH:19]=O.S(NN)(C1C=CC(C)=CC=1)(=O)=O. Product: [C:1]([C:4]1[CH:5]=[CH:6][C:7]([NH:10][C:11](=[S:14])[NH:12][N:13]=[CH:19][C:18]2[CH:21]=[CH:22][CH:23]=[C:24]([C:25]3[CH:26]=[CH:27][C:28]([CH3:31])=[CH:29][CH:30]=3)[C:17]=2[O:16][CH3:15])=[CH:8][CH:9]=1)([OH:3])=[O:2]. The catalyst class is: 9.